Dataset: Full USPTO retrosynthesis dataset with 1.9M reactions from patents (1976-2016). Task: Predict the reactants needed to synthesize the given product. (1) The reactants are: [F:1][C:2]1[CH:7]=[CH:6][CH:5]=[CH:4][C:3]=1[C:8]1[C:9]([N:14]2[CH2:19][CH2:18][NH:17][CH2:16][CH2:15]2)=[N:10][CH:11]=[CH:12][N:13]=1.[OH:20][CH2:21][CH2:22][N:23]1[CH:27]=[C:26]([CH:28]=O)[CH:25]=[N:24]1.C(O[BH-](OC(=O)C)OC(=O)C)(=O)C.[Na+].[Cl:44]CCCl. Given the product [ClH:44].[F:1][C:2]1[CH:7]=[CH:6][CH:5]=[CH:4][C:3]=1[C:8]1[C:9]([N:14]2[CH2:15][CH2:16][N:17]([CH2:28][C:26]3[CH:25]=[N:24][N:23]([CH2:22][CH2:21][OH:20])[CH:27]=3)[CH2:18][CH2:19]2)=[N:10][CH:11]=[CH:12][N:13]=1, predict the reactants needed to synthesize it. (2) The reactants are: Cl[C:2]1[C:11]([CH2:12][OH:13])=[CH:10][C:9]2[C:4](=[C:5]([CH3:14])[CH:6]=[CH:7][CH:8]=2)[N:3]=1.[C:15]1([C:24]2[CH:29]=[CH:28][CH:27]=[CH:26][CH:25]=2)[C:16](B(O)O)=[CH:17][CH:18]=[CH:19][CH:20]=1.[O-]P([O-])([O-])=O.[K+].[K+].[K+]. Given the product [C:15]1([C:24]2[CH:25]=[CH:26][CH:27]=[CH:28][CH:29]=2)[CH:16]=[CH:17][CH:18]=[CH:19][C:20]=1[C:2]1[C:11]([CH2:12][OH:13])=[CH:10][C:9]2[C:4](=[C:5]([CH3:14])[CH:6]=[CH:7][CH:8]=2)[N:3]=1, predict the reactants needed to synthesize it. (3) Given the product [NH2:27][C:25]1[S:26][CH:2]=[C:1]([C:4]2[CH:9]=[CH:8][C:7]([C:10](=[O:12])[CH3:11])=[CH:6][CH:5]=2)[N:24]=1, predict the reactants needed to synthesize it. The reactants are: [C:1]([C:4]1[CH:9]=[CH:8][C:7]([C:10](=[O:12])[CH3:11])=[CH:6][CH:5]=1)(=O)[CH3:2].BrBr.BrC(Br)=O.CC([O-])=O.[Na+].[NH2:24][C:25]([NH2:27])=[S:26]. (4) Given the product [CH2:12]([O:19][C:20]1[CH:25]=[CH:24][CH:23]=[CH:22][C:21]=1[CH:32]([C:31]1[CH:34]=[CH:35][C:28]([CH3:27])=[CH:29][CH:30]=1)[OH:33])[C:13]1[CH:18]=[CH:17][CH:16]=[CH:15][CH:14]=1, predict the reactants needed to synthesize it. The reactants are: CCCCCC.C([Li])CCC.[CH2:12]([O:19][C:20]1[CH:25]=[CH:24][CH:23]=[CH:22][C:21]=1Br)[C:13]1[CH:18]=[CH:17][CH:16]=[CH:15][CH:14]=1.[CH3:27][C:28]1[CH:35]=[CH:34][C:31]([CH:32]=[O:33])=[CH:30][CH:29]=1.O. (5) Given the product [CH3:15][C:12]1([CH3:16])[C:11]2[CH:10]=[C:9]3[C:17]4[C:22]([NH:23][C:8]3=[CH:7][C:6]=2[C:5]2[CH:4]=[CH:3][C:2]([C:24]3[CH:29]=[CH:28][CH:27]=[CH:26][CH:25]=3)=[CH:14][C:13]1=2)=[CH:21][CH:20]=[CH:19][CH:18]=4, predict the reactants needed to synthesize it. The reactants are: Br[C:2]1[CH:3]=[CH:4][C:5]2[C:6]3[CH:7]=[C:8]4[NH:23][C:22]5[C:17](=[CH:18][CH:19]=[CH:20][CH:21]=5)[C:9]4=[CH:10][C:11]=3[C:12]([CH3:16])([CH3:15])[C:13]=2[CH:14]=1.[C:24]1(B(O)O)[CH:29]=[CH:28][CH:27]=[CH:26][CH:25]=1. (6) Given the product [F:21][C:16]1([F:22])[CH:17]2[CH:18]3[CH:19]2[CH:20]2[C@@H:10]4[C@H:11]([CH:12]3[CH:13]3[CH:14]2[CH:15]13)[N:61]([CH2:60][C:51]1[CH:52]=[CH:53][C:16]([F:21])=[CH:15][CH:14]=1)[C:62](=[O:63])[C:42]([C:37]1[NH:36][C:35]2[CH:46]=[CH:47][C:32]([NH:31][S:28]([CH3:27])(=[O:29])=[O:30])=[CH:33][C:34]=2[S:39](=[O:40])(=[O:41])[N:38]=1)=[C:43]4[OH:45], predict the reactants needed to synthesize it. The reactants are: FC1C=CC(CN[C@H:10]2[CH:20]3[CH:14]4[CH:15]5[C:16]([F:22])([F:21])[CH:17]6[CH:19]3[CH:18]6[CH:12]([CH:13]45)[C@H:11]2C(OC)=O)=CC=1.[CH3:27][S:28]([NH:31][C:32]1[CH:47]=[CH:46][C:35]2[NH:36][C:37]([CH2:42][C:43]([OH:45])=O)=[N:38][S:39](=[O:41])(=[O:40])[C:34]=2[CH:33]=1)(=[O:30])=[O:29].Cl.CN(C)[CH2:51][CH2:52][CH2:53]N=C=NCC.[CH3:60][N:61](C)[CH:62]=[O:63]. (7) Given the product [CH2:20]([N:23]=[CH:1][C:3]1[CH:8]=[CH:7][CH:6]=[CH:5][C:4]=1[NH:9][C:10](=[O:13])[O:11][CH3:12])[CH:21]=[CH2:22], predict the reactants needed to synthesize it. The reactants are: [CH:1]([C:3]1[CH:8]=[CH:7][CH:6]=[CH:5][C:4]=1[NH:9][C:10](=[O:13])[O:11][CH3:12])=O.S([O-])([O-])(=O)=O.[Mg+2].[CH2:20]([NH2:23])[CH:21]=[CH2:22]. (8) Given the product [CH2:7]([O:9][C:10]([C:12]1[CH:40]=[CH:39][C:15]2[N:16]([CH:33]3[CH2:34][CH2:35][CH2:36][CH2:37][CH2:38]3)[C:17]([C:19]3[CH:24]=[CH:23][C:22]([NH2:25])=[C:21]([CH:28]([O:29][CH3:30])[O:31][CH3:32])[CH:20]=3)=[N:18][C:14]=2[CH:13]=1)=[O:11])[CH3:8], predict the reactants needed to synthesize it. The reactants are: [O-]S([O-])(=O)=O.[Mg+2].[CH2:7]([O:9][C:10]([C:12]1[CH:40]=[CH:39][C:15]2[N:16]([CH:33]3[CH2:38][CH2:37][CH2:36][CH2:35][CH2:34]3)[C:17]([C:19]3[CH:24]=[CH:23][C:22]([N+:25]([O-])=O)=[C:21]([CH:28]([O:31][CH3:32])[O:29][CH3:30])[CH:20]=3)=[N:18][C:14]=2[CH:13]=1)=[O:11])[CH3:8]. (9) Given the product [N:1]1([C:6]2[CH:7]=[C:8]3[C:13](=[CH:14][C:15]=2[C:16]([F:18])([F:19])[F:17])[NH:12][C:11](=[O:20])[N:10]([N:21]([C:30](=[O:31])[CH2:29][CH:28]([CH3:33])[CH3:27])[S:22]([CH3:25])(=[O:23])=[O:24])[C:9]3=[O:26])[CH:5]=[CH:4][N:3]=[CH:2]1, predict the reactants needed to synthesize it. The reactants are: [N:1]1([C:6]2[CH:7]=[C:8]3[C:13](=[CH:14][C:15]=2[C:16]([F:19])([F:18])[F:17])[NH:12][C:11](=[O:20])[N:10]([NH:21][S:22]([CH3:25])(=[O:24])=[O:23])[C:9]3=[O:26])[CH:5]=[CH:4][N:3]=[CH:2]1.[CH3:27][CH:28]([CH3:33])[CH2:29][C:30](Cl)=[O:31]. (10) Given the product [ClH:34].[NH:8]1[CH2:13][CH2:12][O:11][C@@H:10]([C@:14]([C:28]2[CH:29]=[CH:30][CH:31]=[CH:32][CH:33]=2)([OH:27])[CH2:15][C:16]2[CH:21]=[CH:20][CH:19]=[CH:18][C:17]=2[O:22][C:23]([F:26])([F:25])[F:24])[CH2:9]1, predict the reactants needed to synthesize it. The reactants are: C([N:8]1[CH2:13][CH2:12][O:11][CH:10]([C:14]([C:28]2[CH:33]=[CH:32][CH:31]=[CH:30][CH:29]=2)([OH:27])[CH2:15][C:16]2[CH:21]=[CH:20][CH:19]=[CH:18][C:17]=2[O:22][C:23]([F:26])([F:25])[F:24])[CH2:9]1)C1C=CC=CC=1.[ClH:34].C(O)C.C1(C)C=CC=CC=1.